Dataset: Full USPTO retrosynthesis dataset with 1.9M reactions from patents (1976-2016). Task: Predict the reactants needed to synthesize the given product. Given the product [Cl:1][C:2]1[CH:7]=[CH:6][CH:5]=[CH:4][C:3]=1[C@H:8]1[O:10][C@:9]1([CH2:19][N:20]1[C:24]([S:25][C:26]#[N:28])=[N:23][CH:22]=[N:21]1)[C:11]1[CH:16]=[CH:15][C:14]([F:17])=[CH:13][C:12]=1[F:18], predict the reactants needed to synthesize it. The reactants are: [Cl:1][C:2]1[CH:7]=[CH:6][CH:5]=[CH:4][C:3]=1[C@H:8]1[O:10][C@:9]1([CH2:19][N:20]1[C:24](=[S:25])[NH:23][CH:22]=[N:21]1)[C:11]1[CH:16]=[CH:15][C:14]([F:17])=[CH:13][C:12]=1[F:18].[CH2:26]([N:28](CC)CC)C.C(OCC)(=O)C.